Dataset: Forward reaction prediction with 1.9M reactions from USPTO patents (1976-2016). Task: Predict the product of the given reaction. (1) Given the reactants [F:1][C:2]1[CH:7]=[CH:6][C:5]([C:8]2[N:12]([CH3:13])[C:11]([C:14]3[CH:19]=[CH:18][CH:17]=[CH:16][CH:15]=3)=[N+:10]([O-])[C:9]=2[C:21]2[CH:26]=[CH:25][NH:24][C:23](=[O:27])[CH:22]=2)=[CH:4][CH:3]=1.P(Cl)(Cl)Cl, predict the reaction product. The product is: [F:1][C:2]1[CH:7]=[CH:6][C:5]([C:8]2[N:12]([CH3:13])[C:11]([C:14]3[CH:19]=[CH:18][CH:17]=[CH:16][CH:15]=3)=[N:10][C:9]=2[C:21]2[CH:26]=[CH:25][NH:24][C:23](=[O:27])[CH:22]=2)=[CH:4][CH:3]=1. (2) Given the reactants [C:1]([O:5][C:6]([N:8]1[CH2:13][CH2:12][N:11]([C:14]([C:16]2[N:24]3[C:19]([CH:20]=[CH:21][CH:22]=[CH:23]3)=[C:18]([C:25]3[CH:30]=[CH:29][CH:28]=[CH:27][CH:26]=3)[C:17]=2[CH2:31][C:32]2[CH:37]=[CH:36][CH:35]=[C:34]([F:38])[C:33]=2[CH3:39])=[O:15])[CH2:10][C@@H:9]1[CH2:40][C:41](O)=[O:42])=[O:7])([CH3:4])([CH3:3])[CH3:2].[NH2:44][CH2:45][C:46]([CH3:51])([CH3:50])[C:47]([NH2:49])=[O:48].CN(C(ON1N=NC2C=CC=CC1=2)=[N+](C)C)C.[B-](F)(F)(F)F.CC(=O)OCC, predict the reaction product. The product is: [C:1]([O:5][C:6]([N:8]1[CH2:13][CH2:12][N:11]([C:14]([C:16]2[N:24]3[C:19]([CH:20]=[CH:21][CH:22]=[CH:23]3)=[C:18]([C:25]3[CH:26]=[CH:27][CH:28]=[CH:29][CH:30]=3)[C:17]=2[CH2:31][C:32]2[CH:37]=[CH:36][CH:35]=[C:34]([F:38])[C:33]=2[CH3:39])=[O:15])[CH2:10][C@@H:9]1[CH2:40][C:41](=[O:42])[NH:44][CH2:45][C:46]([C:47](=[O:48])[NH2:49])([CH3:51])[CH3:50])=[O:7])([CH3:3])([CH3:4])[CH3:2]. (3) Given the reactants [O:1]1[CH2:3][CH:2]1[CH2:4][N:5]1[C:18]2[CH:17]=[C:16]([C:19]([F:22])([F:21])[F:20])[CH:15]=[CH:14][C:13]=2[S:12][C:11]2[C:6]1=[CH:7][CH:8]=[CH:9][CH:10]=2.CC(O)(C)C.C(O)(=O)C(O)=O.[CH2:34]1[C:37]2([CH2:40][NH:39][CH2:38]2)[CH2:36][N:35]1[C:41]([O:43][C:44]([CH3:47])([CH3:46])[CH3:45])=[O:42].[C:44]([O:43][C:41]([N:35]1[CH2:36][C:37]2([CH2:40][NH:39][CH2:38]2)[CH2:34]1)=[O:42])([CH3:47])([CH3:46])[CH3:45], predict the reaction product. The product is: [OH:1][CH:2]([CH2:4][N:5]1[C:18]2[CH:17]=[C:16]([C:19]([F:20])([F:22])[F:21])[CH:15]=[CH:14][C:13]=2[S:12][C:11]2[C:6]1=[CH:7][CH:8]=[CH:9][CH:10]=2)[CH2:3][N:39]1[CH2:38][C:37]2([CH2:34][N:35]([C:41]([O:43][C:44]([CH3:46])([CH3:45])[CH3:47])=[O:42])[CH2:36]2)[CH2:40]1. (4) The product is: [O:23]1[C:27]2[CH:28]=[CH:29][C:30]([N:32]3[C:36](=[O:37])[C:35](=[N:19][NH:2][C:3]4[C:4]([OH:18])=[C:5]([C:9]5[CH:14]=[CH:13][CH:12]=[C:11]([C:15]([OH:17])=[O:16])[CH:10]=5)[CH:6]=[CH:7][CH:8]=4)[C:34]([CH3:38])=[N:33]3)=[CH:31][C:26]=2[CH2:25][CH2:24]1. Given the reactants Br.[NH2:2][C:3]1[C:4]([OH:18])=[C:5]([C:9]2[CH:14]=[CH:13][CH:12]=[C:11]([C:15]([OH:17])=[O:16])[CH:10]=2)[CH:6]=[CH:7][CH:8]=1.[N:19]([O-])=O.[Na+].[O:23]1[C:27]2[CH:28]=[CH:29][C:30]([N:32]3[C:36](=[O:37])[CH2:35][C:34]([CH3:38])=[N:33]3)=[CH:31][C:26]=2[CH2:25][CH2:24]1.C(=O)(O)[O-].[Na+], predict the reaction product. (5) Given the reactants [Cl:1][C:2]1[CH:3]=[CH:4][C:5]([NH:18][CH2:19][CH:20]2[CH2:25][CH2:24][NH:23][CH2:22][CH2:21]2)=[C:6]([CH:17]=1)[C:7]([NH:9][C:10]1[CH:15]=[CH:14][C:13]([F:16])=[CH:12][N:11]=1)=[O:8].C([BH3-])#N.[Na+].[CH3:30][C:31]([CH3:33])=O, predict the reaction product. The product is: [Cl:1][C:2]1[CH:3]=[CH:4][C:5]([NH:18][CH2:19][CH:20]2[CH2:21][CH2:22][N:23]([CH:31]([CH3:33])[CH3:30])[CH2:24][CH2:25]2)=[C:6]([CH:17]=1)[C:7]([NH:9][C:10]1[CH:15]=[CH:14][C:13]([F:16])=[CH:12][N:11]=1)=[O:8]. (6) Given the reactants [CH3:1][CH:2]1[N:7]([C:8]([O:10][C:11]([CH3:14])([CH3:13])[CH3:12])=[O:9])[CH2:6][CH2:5][C:4]([C:15]2[CH:24]=[CH:23][CH:22]=[C:21]3[C:16]=2[CH:17]=[CH:18][C:19]([CH3:25])=[N:20]3)=[CH:3]1, predict the reaction product. The product is: [CH3:1][CH:2]1[CH2:3][CH:4]([C:15]2[CH:24]=[CH:23][CH:22]=[C:21]3[C:16]=2[CH:17]=[CH:18][C:19]([CH3:25])=[N:20]3)[CH2:5][CH2:6][N:7]1[C:8]([O:10][C:11]([CH3:12])([CH3:14])[CH3:13])=[O:9]. (7) Given the reactants [CH2:1]([O:3][C:4]([CH2:6][CH2:7][CH2:8][O:9][C:10]1[CH:42]=[CH:41][C:13]([C:14]([NH:16][S:17]([C:20]2[C:25]([CH3:26])=[CH:24][C:23]([O:27][CH2:28][CH2:29][CH2:30][C:31]([O:33]CC(Cl)(Cl)Cl)=[O:32])=[C:22]([CH3:39])[C:21]=2[CH3:40])(=[O:19])=[O:18])=[NH:15])=[CH:12][CH:11]=1)=[O:5])[CH3:2].O, predict the reaction product. The product is: [CH2:1]([O:3][C:4]([CH2:6][CH2:7][CH2:8][O:9][C:10]1[CH:42]=[CH:41][C:13]([C:14]([NH:16][S:17]([C:20]2[C:25]([CH3:26])=[CH:24][C:23]([O:27][CH2:28][CH2:29][CH2:30][C:31]([OH:33])=[O:32])=[C:22]([CH3:39])[C:21]=2[CH3:40])(=[O:19])=[O:18])=[NH:15])=[CH:12][CH:11]=1)=[O:5])[CH3:2].